Predict the reaction yield, written as a fraction of the theoretical maximum amount of product (1.0 means a 100% yield; for example, 0.34 means a 34% yield). From a dataset of Reaction yield outcomes from USPTO patents with 853,638 reactions. (1) The reactants are [NH2:1][C:2]1[N:3]=[CH:4][C:5]2[C:11](=[O:12])[N:10]([C:13]3[CH:18]=[C:17]([C:19]4[C:24]([CH3:25])=[CH:23][C:22]([CH3:26])=[CH:21][N:20]=4)[C:16]([Cl:27])=[CH:15][N:14]=3)[CH2:9][CH2:8][C:6]=2[N:7]=1.CCN(CC)CC.[C:35](Cl)(=[O:39])[CH:36]([CH3:38])[CH3:37]. The catalyst is C(Cl)Cl. The product is [Cl:27][C:16]1[C:17]([C:19]2[C:24]([CH3:25])=[CH:23][C:22]([CH3:26])=[CH:21][N:20]=2)=[CH:18][C:13]([N:10]2[CH2:9][CH2:8][C:6]3[N:7]=[C:2]([NH:1][C:35](=[O:39])[CH:36]([CH3:38])[CH3:37])[N:3]=[CH:4][C:5]=3[C:11]2=[O:12])=[N:14][CH:15]=1. The yield is 0.239. (2) The reactants are Cl[C:2]1[N:7]=[C:6]([NH:8][C:9]2[CH:14]=[CH:13][C:12]3[O:15][CH2:16][CH2:17][O:18][C:11]=3[CH:10]=2)[C:5]([F:19])=[CH:4][N:3]=1.[CH:20](N(CC)C(C)C)(C)C.[CH2:29]([O:33][C:34]1[CH:40]=[CH:39][C:37](N)=[CH:36][CH:35]=1)[CH2:30][CH2:31][CH3:32]. The catalyst is C(O)CO. The product is [CH2:29]([O:33][C:34]1[CH:40]=[CH:39][C:37]([NH:7][C:2]2[CH:20]=[C:6]([NH:8][C:9]3[CH:14]=[CH:13][C:12]4[O:15][CH2:16][CH2:17][O:18][C:11]=4[CH:10]=3)[C:5]([F:19])=[CH:4][N:3]=2)=[CH:36][CH:35]=1)[CH2:30][CH2:31][CH3:32]. The yield is 0.490. (3) The catalyst is O1CCOCC1.O. The product is [CH2:34]([O:36][C:37]([C@@:39]1([NH:44][C:25]([C@@H:24]2[CH2:29][C@H:27]([OH:26])[CH2:28][C@H:23]2[C:21]([NH:20][C@H:15]([C:13]([NH:12][C@@H:7]([CH:1]2[CH2:2][CH2:3][CH2:4][CH2:5][CH2:6]2)[C:8]([NH:10][CH3:11])=[O:9])=[O:14])[C:16]([CH3:19])([CH3:17])[CH3:18])=[O:22])=[O:30])[CH2:41][CH:40]1[CH:42]=[CH2:43])=[O:38])[CH3:35]. The reactants are [CH:1]1([C@H:7]([NH:12][C:13]([C@@H:15]([NH:20][C:21]([C@@H:23]2[CH2:28][C@@H:27]3[CH2:29][C@H:24]2[C:25](=[O:30])[O:26]3)=[O:22])[C:16]([CH3:19])([CH3:18])[CH3:17])=[O:14])[C:8]([NH:10][CH3:11])=[O:9])[CH2:6][CH2:5][CH2:4][CH2:3][CH2:2]1.[Li+].[OH-].Cl.[CH2:34]([O:36][C:37]([C:39]1([NH2:44])[CH2:41][CH:40]1[CH:42]=[CH2:43])=[O:38])[CH3:35].CCN(C(C)C)C(C)C.CN(C(ON1N=NC2C=CC=NC1=2)=[N+](C)C)C.F[P-](F)(F)(F)(F)F. The yield is 0.820.